This data is from Catalyst prediction with 721,799 reactions and 888 catalyst types from USPTO. The task is: Predict which catalyst facilitates the given reaction. (1) Reactant: [CH3:1][C:2]1[CH2:18][N:5]2[CH:6]=[CH:7][C:8]3[C:9]([CH:10]=[C:11]([C:13]([O:15]CC)=[O:14])[N:12]=3)=[C:4]2[N:3]=1.[OH-].[K+].Cl. Product: [CH3:1][C:2]1[CH2:18][N:5]2[CH:6]=[CH:7][C:8]3[C:9]([CH:10]=[C:11]([C:13]([OH:15])=[O:14])[N:12]=3)=[C:4]2[N:3]=1. The catalyst class is: 219. (2) Reactant: [H-].C([Al+]CC(C)C)C(C)C.[CH3:11][C:12]1([CH3:24])[O:16][C@H:15](/[CH:17]=[CH:18]\[C:19](OCC)=[O:20])[CH2:14][O:13]1.[C@H](O)(C([O-])=O)[C@@H](O)C([O-])=O.[Na+].[K+]. Product: [CH3:11][C:12]1([CH3:24])[O:16][C@H:15](/[CH:17]=[CH:18]\[CH2:19][OH:20])[CH2:14][O:13]1. The catalyst class is: 4.